This data is from Full USPTO retrosynthesis dataset with 1.9M reactions from patents (1976-2016). The task is: Predict the reactants needed to synthesize the given product. Given the product [N:14]([CH2:2][CH2:3][CH2:4][CH2:5][CH2:6][CH2:7][CH2:8][CH2:9][CH2:10][C:11]([OH:13])=[O:12])=[N+:15]=[N-:16], predict the reactants needed to synthesize it. The reactants are: Br[CH2:2][CH2:3][CH2:4][CH2:5][CH2:6][CH2:7][CH2:8][CH2:9][CH2:10][C:11]([OH:13])=[O:12].[N:14](CCCCCCCCC(O)=O)=[N+:15]=[N-:16].